From a dataset of Catalyst prediction with 721,799 reactions and 888 catalyst types from USPTO. Predict which catalyst facilitates the given reaction. (1) Reactant: [CH2:1]([Mg]Br)[CH2:2][CH2:3][CH2:4][CH2:5][CH2:6][CH2:7][CH2:8][CH2:9][CH3:10].C([O:15][CH2:16][CH3:17])C.[BH4-].[Na+]. Product: [CH3:10][CH2:9][CH2:8][CH2:7][CH2:6][CH2:5][CH2:4][CH2:3][CH2:2][CH2:1][CH:16]([OH:15])[CH2:17][CH2:1][CH2:2][CH2:3][CH2:4][CH2:5][CH2:6][CH2:7][CH2:8]/[CH:9]=[CH:10]\[CH2:1]/[CH:2]=[CH:3]\[CH2:4][CH2:5][CH2:6][CH2:7][CH3:8]. The catalyst class is: 111. (2) Reactant: N1C2C(=NC=CC=2)N([O:10][C:11]([C:13]2[C:17]([CH3:18])=[C:16](/[CH:19]=[C:20]3\[C:21](=[O:41])[NH:22][C:23]4[C:28]\3=[CH:27][C:26]([S:29]([CH2:32][C:33]3[C:38]([Cl:39])=[CH:37][CH:36]=[CH:35][C:34]=3[Cl:40])(=[O:31])=[O:30])=[CH:25][CH:24]=4)[NH:15][C:14]=2[CH3:42])=O)N=1.[NH:43]1[CH2:48][CH2:47][S:46][CH2:45][CH2:44]1. Product: [Cl:39][C:38]1[CH:37]=[CH:36][CH:35]=[C:34]([Cl:40])[C:33]=1[CH2:32][S:29]([C:26]1[CH:27]=[C:28]2[C:23](=[CH:24][CH:25]=1)[NH:22][C:21](=[O:41])/[C:20]/2=[CH:19]\[C:16]1[NH:15][C:14]([CH3:42])=[C:13]([C:11]([N:43]2[CH2:48][CH2:47][S:46][CH2:45][CH2:44]2)=[O:10])[C:17]=1[CH3:18])(=[O:30])=[O:31]. The catalyst class is: 44. (3) Reactant: [NH:1]1[CH:5]=[CH:4][C:3]([C:6]2[CH:11]=[CH:10][C:9]([C@H:12]3[CH2:17][CH2:16][C@H:15]([CH2:18][C:19]([O:21]CC)=[O:20])[CH2:14][CH2:13]3)=[CH:8][CH:7]=2)=[N:2]1.[OH-].[Li+].Cl. Product: [NH:1]1[CH:5]=[CH:4][C:3]([C:6]2[CH:7]=[CH:8][C:9]([C@H:12]3[CH2:13][CH2:14][C@H:15]([CH2:18][C:19]([OH:21])=[O:20])[CH2:16][CH2:17]3)=[CH:10][CH:11]=2)=[N:2]1. The catalyst class is: 30. (4) Reactant: C1(P(C2C=CC=CC=2)C2C=CC=CC=2)C=CC=CC=1.[C:20]([O:24][C:25]([N:27]1[CH2:32][CH2:31][CH:30]([CH2:33][CH2:34][C:35]([N:37]2[CH2:42][CH2:41][CH2:40][C@@H:39]([C:43](=[O:58])[NH:44][C@H:45]([C:51]3[CH:52]=[N:53][CH:54]=[C:55]([OH:57])[CH:56]=3)[CH2:46][C:47]([O:49][CH3:50])=[O:48])[CH2:38]2)=[O:36])[CH2:29][CH2:28]1)=[O:26])([CH3:23])([CH3:22])[CH3:21].[F:59][C:60]1[CH:67]=[CH:66][C:65]([CH2:68]O)=[CH:64][C:61]=1[C:62]#[N:63].N(C(OC(C)C)=O)=NC(OC(C)C)=O. Product: [C:62]([C:61]1[CH:64]=[C:65]([CH:66]=[CH:67][C:60]=1[F:59])[CH2:68][O:57][C:55]1[CH:56]=[C:51]([C@@H:45]([NH:44][C:43]([C@@H:39]2[CH2:40][CH2:41][CH2:42][N:37]([C:35](=[O:36])[CH2:34][CH2:33][CH:30]3[CH2:29][CH2:28][N:27]([C:25]([O:24][C:20]([CH3:23])([CH3:21])[CH3:22])=[O:26])[CH2:32][CH2:31]3)[CH2:38]2)=[O:58])[CH2:46][C:47]([O:49][CH3:50])=[O:48])[CH:52]=[N:53][CH:54]=1)#[N:63]. The catalyst class is: 410.